This data is from Peptide-MHC class I binding affinity with 185,985 pairs from IEDB/IMGT. The task is: Regression. Given a peptide amino acid sequence and an MHC pseudo amino acid sequence, predict their binding affinity value. This is MHC class I binding data. (1) The peptide sequence is AVDWYQQRI. The MHC is HLA-A80:01 with pseudo-sequence HLA-A80:01. The binding affinity (normalized) is 0.0847. (2) The peptide sequence is KTDEVVTL. The MHC is HLA-B46:01 with pseudo-sequence HLA-B46:01. The binding affinity (normalized) is 0.0210. (3) The peptide sequence is LLALNDMGKV. The MHC is HLA-A02:03 with pseudo-sequence HLA-A02:03. The binding affinity (normalized) is 0.750. (4) The peptide sequence is KRIKGTIMTG. The MHC is HLA-B27:05 with pseudo-sequence HLA-B27:05. The binding affinity (normalized) is 0.364. (5) The peptide sequence is AFYWHFIFR. The MHC is HLA-B46:01 with pseudo-sequence HLA-B46:01. The binding affinity (normalized) is 0.0847. (6) The binding affinity (normalized) is 0.0847. The MHC is HLA-B15:01 with pseudo-sequence HLA-B15:01. The peptide sequence is MIDSDEWVY.